Dataset: Catalyst prediction with 721,799 reactions and 888 catalyst types from USPTO. Task: Predict which catalyst facilitates the given reaction. (1) Reactant: CSC.[C:4]([C:7]1[CH:8]=[N:9][CH:10]=[CH:11][CH:12]=1)(=[O:6])[CH3:5].Cl[C:14]([O:16][C:17]1[CH:22]=[CH:21][CH:20]=[CH:19][CH:18]=1)=[O:15].[CH:23]([Mg]Cl)([CH3:25])[CH3:24]. Product: [C:4]([C:7]1[CH:12]([CH:23]([CH3:25])[CH3:24])[CH:11]=[CH:10][N:9]([C:14]([O:16][C:17]2[CH:22]=[CH:21][CH:20]=[CH:19][CH:18]=2)=[O:15])[CH:8]=1)(=[O:6])[CH3:5]. The catalyst class is: 356. (2) Reactant: [C:1](/[C:3](/[C:26]1[CH:31]=[CH:30][C:29]([O:32][CH3:33])=[C:28]([O:34][CH3:35])[CH:27]=1)=[CH:4]\[C:5]1[S:9][C:8]([N:10]2[CH2:15][CH2:14][CH:13]([O:16][C:17](=[O:25])[CH2:18][N:19]3[CH2:24][CH2:23][O:22][CH2:21][CH2:20]3)[CH2:12][CH2:11]2)=[CH:7][CH:6]=1)#[N:2].[CH3:36][S:37]([OH:40])(=[O:39])=[O:38].CCOCC. Product: [CH3:36][S:37]([OH:40])(=[O:39])=[O:38].[C:1](/[C:3](/[C:26]1[CH:31]=[CH:30][C:29]([O:32][CH3:33])=[C:28]([O:34][CH3:35])[CH:27]=1)=[CH:4]\[C:5]1[S:9][C:8]([N:10]2[CH2:11][CH2:12][CH:13]([O:16][C:17](=[O:25])[CH2:18][N:19]3[CH2:24][CH2:23][O:22][CH2:21][CH2:20]3)[CH2:14][CH2:15]2)=[CH:7][CH:6]=1)#[N:2]. The catalyst class is: 5.